This data is from Full USPTO retrosynthesis dataset with 1.9M reactions from patents (1976-2016). The task is: Predict the reactants needed to synthesize the given product. The reactants are: Br[C:2]1[CH:3]=[C:4]([CH:7]=[CH:8][C:9]=1[CH3:10])[CH:5]=[O:6].[CH3:11][C:12]1([CH3:28])[C:16]([CH3:18])([CH3:17])[O:15][B:14]([B:14]2[O:15][C:16]([CH3:18])([CH3:17])[C:12]([CH3:28])([CH3:11])[O:13]2)[O:13]1.C([O-])(=O)C.[K+].BrC1C=CC=CC=1S(N)(=O)=O. Given the product [CH3:10][C:9]1[CH:8]=[CH:7][C:4]([CH:5]=[O:6])=[CH:3][C:2]=1[B:14]1[O:15][C:16]([CH3:18])([CH3:17])[C:12]([CH3:28])([CH3:11])[O:13]1, predict the reactants needed to synthesize it.